Dataset: Reaction yield outcomes from USPTO patents with 853,638 reactions. Task: Predict the reaction yield, written as a fraction of the theoretical maximum amount of product (1.0 means a 100% yield; for example, 0.34 means a 34% yield). (1) The reactants are [Br:1][C:2]1[C:7]([F:8])=[CH:6][C:5]([N:9]2[CH:14]=[C:13]([O:15][CH3:16])[C:12](=[O:17])[C:11]([C:18]([OH:20])=O)=[N:10]2)=[C:4]([F:21])[CH:3]=1.Cl.[CH3:23][NH:24][O:25][CH3:26].C1C=CC2N(O)N=NC=2C=1.C(N(CC)CC)C.CCN=C=NCCCN(C)C. The catalyst is CN(C=O)C.CCOC(C)=O.CCOC(C)=O.CO. The product is [Br:1][C:2]1[C:7]([F:8])=[CH:6][C:5]([N:9]2[CH:14]=[C:13]([O:15][CH3:16])[C:12](=[O:17])[C:11]([C:18]([N:24]([O:25][CH3:26])[CH3:23])=[O:20])=[N:10]2)=[C:4]([F:21])[CH:3]=1. The yield is 0.310. (2) The reactants are C([Li])(C)(C)C.[CH3:6][CH2:7][CH2:8][CH2:9]C.[CH3:11][CH2:12][O:13][CH2:14][CH3:15]. No catalyst specified. The product is [CH2:6]([C:11]1[CH:15]=[CH:14][O:13][CH:12]=1)[CH2:7][CH2:8][CH3:9]. The yield is 1.00. (3) The reactants are [I:1][C:2]1[CH:12]=[N:11][C:5]2[NH:6][CH2:7][C:8](=[O:10])[NH:9][C:4]=2[CH:3]=1.Cl[CH2:14][C:15]1[O:16][C:17]([C:20]([F:23])([F:22])[F:21])=[CH:18][CH:19]=1. No catalyst specified. The product is [I:1][C:2]1[CH:12]=[N:11][C:5]2[NH:6][CH2:7][C:8](=[O:10])[N:9]([CH2:14][C:15]3[O:16][C:17]([C:20]([F:23])([F:22])[F:21])=[CH:18][CH:19]=3)[C:4]=2[CH:3]=1. The yield is 0.870. (4) The reactants are [Cl:1][C:2]1[CH:7]=[CH:6][C:5]([C@@:8]2([OH:16])[CH2:13][CH2:12][NH:11][CH2:10][C:9]2([CH3:15])[CH3:14])=[CH:4][CH:3]=1.[C:17]([O:21][C:22]([NH:24][C@H:25]1[CH2:28][CH2:27][C@H:26]1[C:29](O)=[O:30])=[O:23])([CH3:20])([CH3:19])[CH3:18].C(N(CC)CC)C.F[P-](F)(F)(F)(F)F.N1(O[P+](N(C)C)(N(C)C)N(C)C)C2C=CC=CC=2N=N1. The catalyst is C(Cl)Cl. The product is [Cl:1][C:2]1[CH:7]=[CH:6][C:5]([C@@:8]2([OH:16])[CH2:13][CH2:12][N:11]([C:29]([C@H:26]3[CH2:27][CH2:28][C@H:25]3[NH:24][C:22](=[O:23])[O:21][C:17]([CH3:19])([CH3:18])[CH3:20])=[O:30])[CH2:10][C:9]2([CH3:14])[CH3:15])=[CH:4][CH:3]=1. The yield is 0.960. (5) No catalyst specified. The product is [CH2:24]([NH:26][C:2]1[C:7]([CH2:8][C:9]2[CH:14]=[C:13]([O:15][CH3:16])[C:12]([O:17][CH3:18])=[CH:11][C:10]=2[CH:19]([CH3:21])[CH3:20])=[CH:6][N:5]=[C:4]([S:22][CH3:23])[N:3]=1)[CH3:25]. The reactants are Cl[C:2]1[C:7]([CH2:8][C:9]2[CH:14]=[C:13]([O:15][CH3:16])[C:12]([O:17][CH3:18])=[CH:11][C:10]=2[CH:19]([CH3:21])[CH3:20])=[CH:6][N:5]=[C:4]([S:22][CH3:23])[N:3]=1.[CH2:24]([NH2:26])[CH3:25]. The yield is 0.630.